Task: Predict the product of the given reaction.. Dataset: Forward reaction prediction with 1.9M reactions from USPTO patents (1976-2016) (1) Given the reactants [NH2:1][C:2]1[C:7]([CH2:8]O)=[CH:6][N:5]=[C:4]([CH2:10][CH3:11])[N:3]=1.[Cl:12]CCl.C1(C)C=CC=CC=1.S(Cl)([Cl:24])=O, predict the reaction product. The product is: [ClH:12].[NH2:1][C:2]1[C:7]([CH2:8][Cl:24])=[CH:6][N:5]=[C:4]([CH2:10][CH3:11])[N:3]=1. (2) Given the reactants [C:1]([C:5]1[N:6]=[C:7]([N:14]2[CH2:18][CH2:17][C:16]([F:20])([F:19])[CH2:15]2)[C:8]2[N:13]=[N:12][NH:11][C:9]=2[N:10]=1)([CH3:4])([CH3:3])[CH3:2].[Cl:21][C:22]1[CH:27]=[CH:26][CH:25]=[CH:24][C:23]=1[C@@H:28](O)[CH3:29].C1C=CC(P(C2C=CC=CC=2)C2C=CC=CC=2)=CC=1.CCOC(/N=N/C(OCC)=O)=O, predict the reaction product. The product is: [C:1]([C:5]1[N:6]=[C:7]([N:14]2[CH2:18][CH2:17][C:16]([F:19])([F:20])[CH2:15]2)[C:8]2[NH:13][N:12]([C@@H:28]([C:23]3[CH:24]=[CH:25][CH:26]=[CH:27][C:22]=3[Cl:21])[CH3:29])[NH:11][C:9]=2[N:10]=1)([CH3:4])([CH3:2])[CH3:3]. (3) Given the reactants [CH2:1]([O:5][C:6]1[C:11]([F:12])=[C:10](F)[N:9]=[CH:8][N:7]=1)[C:2]#[C:3][CH3:4].[NH:14]1[CH2:18][CH2:17][CH2:16][CH2:15]1, predict the reaction product. The product is: [CH2:1]([O:5][C:6]1[C:11]([F:12])=[C:10]([N:14]2[CH2:18][CH2:17][CH2:16][CH2:15]2)[N:9]=[CH:8][N:7]=1)[C:2]#[C:3][CH3:4]. (4) Given the reactants [F:1][C:2]1[CH:19]=[C:18]([N+:20]([O-:22])=[O:21])[CH:17]=[CH:16][C:3]=1[C:4]([N:6]([CH3:15])[NH:7]C(OC(C)(C)C)=O)=[O:5], predict the reaction product. The product is: [F:1][C:2]1[CH:19]=[C:18]([N+:20]([O-:22])=[O:21])[CH:17]=[CH:16][C:3]=1[C:4]([N:6]([CH3:15])[NH2:7])=[O:5]. (5) Given the reactants [CH2:1]([O:3][C@H:4]1[CH2:8][N:7](C(OCC2C=CC=CC=2)=O)[CH:6]([CH2:19][OH:20])[CH2:5]1)[CH3:2].[H][H], predict the reaction product. The product is: [CH2:1]([O:3][C@H:4]1[CH2:8][NH:7][CH:6]([CH2:19][OH:20])[CH2:5]1)[CH3:2]. (6) The product is: [ClH:27].[F:21][C:18]1[CH:19]=[CH:20][C:15]([O:14][CH2:13][C@@H:12]([NH:11][CH2:10][CH2:9][OH:8])[CH3:26])=[C:16]([C:22]([F:23])([F:24])[F:25])[CH:17]=1. Given the reactants [Si]([O:8][CH2:9][CH2:10][NH:11][C@@H:12]([CH3:26])[CH2:13][O:14][C:15]1[CH:20]=[CH:19][C:18]([F:21])=[CH:17][C:16]=1[C:22]([F:25])([F:24])[F:23])(C(C)(C)C)(C)C.[ClH:27], predict the reaction product. (7) The product is: [Cl:1][C:2]1[CH:3]=[CH:4][C:5]([C:25]#[N:26])=[C:6]([C:8]2[C:13]([O:14][CH3:15])=[CH:12][N:11]([CH:16]([CH2:20][CH2:21][O:22][CH3:23])[C:17]([NH:27][C:28]3[CH:33]=[CH:32][N:31]4[CH:34]=[C:35]([C:37]([NH2:39])=[O:38])[N:36]=[C:30]4[CH:29]=3)=[O:18])[C:10](=[O:24])[CH:9]=2)[CH:7]=1. Given the reactants [Cl:1][C:2]1[CH:3]=[CH:4][C:5]([C:25]#[N:26])=[C:6]([C:8]2[C:13]([O:14][CH3:15])=[CH:12][N:11]([CH:16]([CH2:20][CH2:21][O:22][CH3:23])[C:17](O)=[O:18])[C:10](=[O:24])[CH:9]=2)[CH:7]=1.[NH2:27][C:28]1[CH:33]=[CH:32][N:31]2[CH:34]=[C:35]([C:37]([NH2:39])=[O:38])[N:36]=[C:30]2[CH:29]=1.C(P1(=O)OP(CCC)(=O)OP(CCC)(=O)O1)CC, predict the reaction product. (8) Given the reactants C(C1([S:7]([NH:10][C:11]2[C:19]([NH:20][C:21]3[CH:26]=[CH:25][C:24]([Br:27])=[CH:23][C:22]=3[Cl:28])=[C:18]([F:29])[C:14]3[N:15]=[CH:16][S:17][C:13]=3[CH:12]=2)(=[O:9])=[O:8])CC1)C=C.C[N+]1([O-])CCO[CH2:33][CH2:32]1.[OH2:38].[CH2:39]1[CH2:43][O:42][CH2:41][CH2:40]1, predict the reaction product. The product is: [Br:27][C:24]1[CH:25]=[CH:26][C:21]([NH:20][C:19]2[C:11]([NH:10][S:7]([C:41]3([CH2:40][CH:39]([OH:38])[CH2:43][OH:42])[CH2:33][CH2:32]3)(=[O:8])=[O:9])=[CH:12][C:13]3[S:17][CH:16]=[N:15][C:14]=3[C:18]=2[F:29])=[C:22]([Cl:28])[CH:23]=1. (9) Given the reactants [Na].[NH2:2][C:3]1[CH:11]=[CH:10][C:6]([C:7]([O-:9])=[O:8])=[CH:5][CH:4]=1.[K+].Cl[CH2:14][CH2:15][CH2:16]Cl.[NH2:18][C:19]1[CH:27]=[CH:26][C:22]([C:23]([O-:25])=[O:24])=[CH:21][CH:20]=1.[Na+], predict the reaction product. The product is: [NH2:2][C:3]1[CH:11]=[CH:10][C:6]([C:7]([O:9][CH2:14][CH2:15][CH2:16][O:25][C:23](=[O:24])[C:22]2[CH:26]=[CH:27][C:19]([NH2:18])=[CH:20][CH:21]=2)=[O:8])=[CH:5][CH:4]=1. (10) Given the reactants C(=O)([O-])[O-].[Na+].[Na+].[C:7]12([OH:17])[CH2:16][CH:11]3[CH2:12][CH:13]([CH2:15][CH:9]([CH2:10]3)[CH2:8]1)[CH2:14]2.[C:18]([O:21][CH:22]=[CH2:23])(=[O:20])[CH3:19].C(OC12CC3CC(CC(C3)C1)C2)=C, predict the reaction product. The product is: [C:18]([O:21][CH:22]([O:17][C:7]12[CH2:14][CH:13]3[CH2:12][CH:11]([CH2:10][CH:9]([CH2:15]3)[CH2:8]1)[CH2:16]2)[CH3:23])(=[O:20])[CH3:19].